From a dataset of Peptide-MHC class I binding affinity with 185,985 pairs from IEDB/IMGT. Regression. Given a peptide amino acid sequence and an MHC pseudo amino acid sequence, predict their binding affinity value. This is MHC class I binding data. (1) The peptide sequence is KRFNITVSK. The MHC is HLA-B07:02 with pseudo-sequence HLA-B07:02. The binding affinity (normalized) is 0.0847. (2) The peptide sequence is LSVIWMMWY. The MHC is HLA-A31:01 with pseudo-sequence HLA-A31:01. The binding affinity (normalized) is 0.275. (3) The peptide sequence is RLSLTALSA. The binding affinity (normalized) is 0.696. The MHC is HLA-B15:01 with pseudo-sequence HLA-B15:01. (4) The peptide sequence is PYLFWLAAI. The MHC is HLA-A02:02 with pseudo-sequence HLA-A02:02. The binding affinity (normalized) is 0.147. (5) The peptide sequence is IEEVMNIVL. The MHC is HLA-B07:02 with pseudo-sequence HLA-B07:02. The binding affinity (normalized) is 0.0847. (6) The peptide sequence is VSFQQPQQQY. The MHC is HLA-A03:01 with pseudo-sequence HLA-A03:01. The binding affinity (normalized) is 0. (7) The peptide sequence is ITDEINQIK. The MHC is HLA-A26:01 with pseudo-sequence HLA-A26:01. The binding affinity (normalized) is 0.0847.